From a dataset of Catalyst prediction with 721,799 reactions and 888 catalyst types from USPTO. Predict which catalyst facilitates the given reaction. Reactant: [NH2:1][C:2]1[C:10]([CH3:11])=[CH:9][CH:8]=[CH:7][C:3]=1[C:4](O)=[O:5].C([N:14]=C=NCCCN(C)C)C.[Cl-].[NH4+].C(N(C(C)C)CC)(C)C. Product: [NH2:1][C:2]1[C:10]([CH3:11])=[CH:9][CH:8]=[CH:7][C:3]=1[C:4]([NH2:14])=[O:5]. The catalyst class is: 3.